From a dataset of Reaction yield outcomes from USPTO patents with 853,638 reactions. Predict the reaction yield, written as a fraction of the theoretical maximum amount of product (1.0 means a 100% yield; for example, 0.34 means a 34% yield). The reactants are [CH2:1]([N:8]1[C:16]2[C:11](=[C:12]([O:17]CC3C=CC=CC=3)[CH:13]=[CH:14][CH:15]=2)[CH:10]=[C:9]1[CH3:25])[C:2]1[CH:7]=[CH:6][CH:5]=[CH:4][CH:3]=1.C(OCC)(=O)C. The catalyst is [Pd].[Hg].CO. The product is [CH2:1]([N:8]1[C:16]2[CH:15]=[CH:14][CH:13]=[C:12]([OH:17])[C:11]=2[CH:10]=[C:9]1[CH3:25])[C:2]1[CH:3]=[CH:4][CH:5]=[CH:6][CH:7]=1. The yield is 0.490.